Dataset: Full USPTO retrosynthesis dataset with 1.9M reactions from patents (1976-2016). Task: Predict the reactants needed to synthesize the given product. (1) Given the product [C:1]([C:3]1[CH:4]=[C:5]([CH:10]=[C:11]([O:13][CH2:14][CH2:15][O:16][CH3:17])[CH:12]=1)[C:6]([OH:8])=[O:7])#[N:2], predict the reactants needed to synthesize it. The reactants are: [C:1]([C:3]1[CH:4]=[C:5]([CH:10]=[C:11]([O:13][CH2:14][CH2:15][O:16][CH3:17])[CH:12]=1)[C:6]([O:8]C)=[O:7])#[N:2].[OH-].[Li+]. (2) Given the product [Br:1][C:2]1[CH:3]=[C:4]([NH:9][S:20]([CH3:19])(=[O:22])=[O:21])[C:5]([CH3:8])=[N:6][CH:7]=1, predict the reactants needed to synthesize it. The reactants are: [Br:1][C:2]1[CH:3]=[C:4]([NH2:9])[C:5]([CH3:8])=[N:6][CH:7]=1.C(N(C(C)C)CC)(C)C.[CH3:19][S:20](Cl)(=[O:22])=[O:21].[OH-].[Na+]. (3) Given the product [Cl:16][C:8]1[CH:9]=[C:10]([Cl:15])[C:11]([O:13][CH3:14])=[CH:12][C:7]=1[CH2:6][C:2]#[N:3], predict the reactants needed to synthesize it. The reactants are: O.[C-:2]#[N:3].[K+].Br[CH2:6][C:7]1[CH:12]=[C:11]([O:13][CH3:14])[C:10]([Cl:15])=[CH:9][C:8]=1[Cl:16]. (4) Given the product [ClH:31].[C:1]1([C:7]2[CH:8]=[CH:9][C:10]3[O:16][CH2:15][CH2:14][NH:13][CH2:12][C:11]=3[CH:24]=2)[CH:2]=[CH:3][CH:4]=[CH:5][CH:6]=1, predict the reactants needed to synthesize it. The reactants are: [C:1]1([C:7]2[CH:8]=[CH:9][C:10]3[O:16][CH2:15][CH2:14][N:13](C(OC(C)(C)C)=O)[CH2:12][C:11]=3[CH:24]=2)[CH:6]=[CH:5][CH:4]=[CH:3][CH:2]=1.C(OCC)(=O)C.[ClH:31]. (5) Given the product [CH3:3][CH:2]([C:4]1[N:8]=[C:7]([N:9]2[CH2:14][CH2:13][CH:12]([C@H:15]([O:17][C:18]3[CH:19]=[CH:20][C:21]([C:24]4[CH:25]=[CH:26][C:27]([S:30]([CH3:33])(=[O:32])=[O:31])=[CH:28][CH:29]=4)=[N:22][CH:23]=3)[CH3:16])[CH2:11][CH2:10]2)[O:6][N:5]=1)[CH3:1], predict the reactants needed to synthesize it. The reactants are: [CH3:1][CH:2]([C:4]1[N:8]=[C:7]([N:9]2[CH2:14][CH2:13][CH:12]([CH:15]([O:17][C:18]3[CH:19]=[CH:20][C:21]([C:24]4[CH:29]=[CH:28][C:27]([S:30]([CH3:33])(=[O:32])=[O:31])=[CH:26][CH:25]=4)=[N:22][CH:23]=3)[CH3:16])[CH2:11][CH2:10]2)[O:6][N:5]=1)[CH3:3].C(=O)=O. (6) Given the product [CH3:12][C:11]([CH3:15])=[CH:5][C:4]1[CH:7]=[CH:8][CH:9]=[CH:10][C:3]=1[C:1]#[N:2], predict the reactants needed to synthesize it. The reactants are: [C:1]([C:3]1[CH:10]=[CH:9][CH:8]=[CH:7][C:4]=1[CH:5]=O)#[N:2].[CH2:11]1[CH2:15]OC[CH2:12]1. (7) Given the product [OH:14][C:10]1[CH:9]=[C:8]([C:18]2[CH:26]=[CH:25][C:21]([C:22]([O:24][CH3:1])=[O:23])=[CH:20][CH:19]=2)[CH:13]=[CH:12][CH:11]=1, predict the reactants needed to synthesize it. The reactants are: [C:1]([O-])([O-])=O.[Na+].[Na+].Br[C:8]1[CH:9]=[C:10]([OH:14])[CH:11]=[CH:12][CH:13]=1.B([C:18]1[CH:26]=[CH:25][C:21]([C:22]([OH:24])=[O:23])=[CH:20][CH:19]=1)(O)O.Cl. (8) Given the product [OH:10][CH2:9][CH2:8][C:7]1[C:6](=[O:11])[NH:18][C:19](=[S:20])[NH:21][CH:12]=1, predict the reactants needed to synthesize it. The reactants are: C(OCC)=O.[C:6]1(=[O:11])[O:10][CH2:9][CH2:8][CH2:7]1.[CH3:12]C(C)([O-])C.[K+].[NH2:18][C:19]([NH2:21])=[S:20].